From a dataset of Full USPTO retrosynthesis dataset with 1.9M reactions from patents (1976-2016). Predict the reactants needed to synthesize the given product. (1) Given the product [CH3:22][S:19]([C:16]1[CH:17]=[CH:18][C:13]([C:12]2[CH2:11][O:10][C:9](=[O:23])[C:8]=2[C:5]2[CH:6]=[CH:7][C:2]([N:1]3[CH2:28][CH2:27][CH2:26][CH2:25]3)=[CH:3][CH:4]=2)=[CH:14][CH:15]=1)(=[O:21])=[O:20], predict the reactants needed to synthesize it. The reactants are: [NH2:1][C:2]1[CH:7]=[CH:6][C:5]([C:8]2[C:9](=[O:23])[O:10][CH2:11][C:12]=2[C:13]2[CH:18]=[CH:17][C:16]([S:19]([CH3:22])(=[O:21])=[O:20])=[CH:15][CH:14]=2)=[CH:4][CH:3]=1.Br[CH2:25][CH2:26][CH2:27][CH2:28]Br.CCN(CC)CC. (2) The reactants are: Cl[C:2]1[N:7]=[C:6]([N:8]2[CH2:13][CH2:12][N:11]([CH2:14][C:15]([NH2:17])=[O:16])[CH2:10][CH2:9]2)[C:5]([CH2:18][O:19][C:20]2[CH:25]=[C:24]([CH:26]([CH3:28])[CH3:27])[CH:23]=[CH:22][C:21]=2[CH3:29])=[C:4]([CH3:30])[N:3]=1.[CH3:31][C:32]1[CH:37]=[CH:36][CH:35]=[C:34]([CH3:38])[C:33]=1B(O)O.C(=O)([O-])[O-].[Na+].[Na+]. Given the product [CH3:31][C:32]1[CH:37]=[CH:36][CH:35]=[C:34]([CH3:38])[C:33]=1[C:2]1[N:7]=[C:6]([N:8]2[CH2:13][CH2:12][N:11]([CH2:14][C:15]([NH2:17])=[O:16])[CH2:10][CH2:9]2)[C:5]([CH2:18][O:19][C:20]2[CH:25]=[C:24]([CH:26]([CH3:28])[CH3:27])[CH:23]=[CH:22][C:21]=2[CH3:29])=[C:4]([CH3:30])[N:3]=1, predict the reactants needed to synthesize it. (3) The reactants are: [F:1][C:2]([F:42])([F:41])[C:3]1[CH:4]=[C:5]([C@H:13]2[O:17][C:16](=[O:18])[N:15]([CH2:19][C:20]3[C:25](B4OC(C)(C)C(C)(C)O4)=[CH:24][N:23]=[C:22]([N:35]4[CH2:38][CH:37]([F:39])[CH2:36]4)[N:21]=3)[C@H:14]2[CH3:40])[CH:6]=[C:7]([C:9]([F:12])([F:11])[F:10])[CH:8]=1.Cl[C:44]1[CH:45]=[C:46]([C:51]2[CH:63]=[CH:62][C:54]([C:55]([O:57][C:58]([CH3:61])([CH3:60])[CH3:59])=[O:56])=[CH:53][C:52]=2[CH3:64])[CH:47]=[N:48][C:49]=1[CH3:50].P([O-])([O-])([O-])=O.[K+].[K+].[K+].O1CCOCC1. Given the product [F:12][C:9]([F:10])([F:11])[C:7]1[CH:6]=[C:5]([C@H:13]2[O:17][C:16](=[O:18])[N:15]([CH2:19][C:20]3[C:25]([C:44]4[CH:45]=[C:46]([C:51]5[CH:63]=[CH:62][C:54]([C:55]([O:57][C:58]([CH3:60])([CH3:61])[CH3:59])=[O:56])=[CH:53][C:52]=5[CH3:64])[CH:47]=[N:48][C:49]=4[CH3:50])=[CH:24][N:23]=[C:22]([N:35]4[CH2:36][CH:37]([F:39])[CH2:38]4)[N:21]=3)[C@H:14]2[CH3:40])[CH:4]=[C:3]([C:2]([F:42])([F:41])[F:1])[CH:8]=1, predict the reactants needed to synthesize it. (4) Given the product [N:1]1[CH:6]=[CH:5][N:4]=[CH:3][C:2]=1[N:9]1[CH2:10][CH2:11][NH:12][CH2:13][CH2:8]1, predict the reactants needed to synthesize it. The reactants are: [NH:1]1[CH2:6][CH2:5][NH:4][CH2:3][CH2:2]1.Cl[C:8]1[CH:13]=[N:12][CH:11]=[CH:10][N:9]=1.[OH-].[Na+]. (5) The reactants are: [CH2:1]([O:8][C:9]1[CH:10]=[C:11]2[C:15](=[CH:16][CH:17]=1)[NH:14][CH:13]=[C:12]2[CH:18]=[O:19])[C:2]1[CH:7]=[CH:6][CH:5]=[CH:4][CH:3]=1.[H-].[Na+].[CH3:22]I.O. Given the product [CH2:1]([O:8][C:9]1[CH:10]=[C:11]2[C:15](=[CH:16][CH:17]=1)[N:14]([CH3:22])[CH:13]=[C:12]2[CH:18]=[O:19])[C:2]1[CH:3]=[CH:4][CH:5]=[CH:6][CH:7]=1, predict the reactants needed to synthesize it. (6) Given the product [F:29][C:12]([F:11])([F:28])[O:13][C:14]1[CH:15]=[CH:16][C:17]([N:44]2[CH:45]=[CH:46][C:47]([C:54]([O:55][CH2:8][CH3:9])=[O:30])=[N:48]2)=[CH:26][CH:27]=1, predict the reactants needed to synthesize it. The reactants are: N#N.C(N([CH2:8][CH3:9])CC)C.Cl.[F:11][C:12]([F:29])([F:28])[O:13][C:14]1[CH:27]=[CH:26][C:17](COC2CCNCC2)=[CH:16][CH:15]=1.[OH:30]N1C2C=CC=CC=2N=N1.C(N=C=[N:44][CH2:45][CH2:46][CH2:47][N:48](C)C)C.CN([CH:54]=[O:55])C. (7) Given the product [I:12][C:11]1[NH:10][CH:9]=[N:8][C:7]=1[C:1]1[CH:2]=[CH:3][CH:4]=[CH:5][CH:6]=1, predict the reactants needed to synthesize it. The reactants are: [C:1]1([C:7]2[N:8]=[CH:9][NH:10][CH:11]=2)[CH:6]=[CH:5][CH:4]=[CH:3][CH:2]=1.[I:12]N1C(=O)CCC1=O.